This data is from Forward reaction prediction with 1.9M reactions from USPTO patents (1976-2016). The task is: Predict the product of the given reaction. (1) Given the reactants Cl[C:2]1[N:7]=[C:6]([CH3:8])[C:5]([N+:9]([O-:11])=[O:10])=[CH:4][CH:3]=1.C([O-])([O-])=O.[K+].[K+].Cl.[F:19][C:20]1([F:25])[CH2:24][CH2:23][NH:22][CH2:21]1, predict the reaction product. The product is: [F:19][C:20]1([F:25])[CH2:24][CH2:23][N:22]([C:2]2[N:7]=[C:6]([CH3:8])[C:5]([N+:9]([O-:11])=[O:10])=[CH:4][CH:3]=2)[CH2:21]1. (2) Given the reactants [H-].[Na+].Cl[C:4]1[CH:9]=[CH:8][C:7]([N+:10]([O-:12])=[O:11])=[CH:6][N:5]=1.[CH3:13][N:14]([CH3:18])[CH2:15][CH2:16][OH:17], predict the reaction product. The product is: [N+:10]([C:7]1[CH:8]=[CH:9][C:4]([O:17][CH2:16][CH2:15][N:14]([CH3:18])[CH3:13])=[N:5][CH:6]=1)([O-:12])=[O:11]. (3) Given the reactants [CH3:1][C:2]1[CH:6]=[C:5]([N+:7]([O-:9])=[O:8])[NH:4][N:3]=1.S(Cl)([Cl:13])(=O)=O, predict the reaction product. The product is: [Cl:13][C:6]1[C:2]([CH3:1])=[N:3][NH:4][C:5]=1[N+:7]([O-:9])=[O:8]. (4) Given the reactants [CH2:1]([C:5]1[CH:10]=[CH:9][C:8]([C:11]#[C:12][C:13]2[CH:31]=[CH:30][C:16]([CH2:17][NH:18][CH2:19][C:20]3[CH:29]=[CH:28][C:23]([C:24]([O:26][CH3:27])=[O:25])=[CH:22][CH:21]=3)=[CH:15][CH:14]=2)=[CH:7][CH:6]=1)[CH2:2][CH2:3][CH3:4].[C:32](Cl)(=[O:38])[CH2:33][CH2:34][CH2:35][CH2:36][CH3:37], predict the reaction product. The product is: [CH2:1]([C:5]1[CH:6]=[CH:7][C:8]([C:11]#[C:12][C:13]2[CH:14]=[CH:15][C:16]([CH2:17][N:18]([CH2:19][C:20]3[CH:29]=[CH:28][C:23]([C:24]([O:26][CH3:27])=[O:25])=[CH:22][CH:21]=3)[C:32](=[O:38])[CH2:33][CH2:34][CH2:35][CH2:36][CH3:37])=[CH:30][CH:31]=2)=[CH:9][CH:10]=1)[CH2:2][CH2:3][CH3:4]. (5) Given the reactants [C:1]1([OH:7])C=CC=CC=1.[C:8]1([CH:15]=[CH:14][CH:13]=[C:11](O)[CH:10]=1)[OH:9].C1(C=CC(O)=CC=1)O.OC1C=CC(CC2C=CC(O)=CC=2)=CC=1.OC1C=CC(C(C2C=CC(O)=CC=2)(C)C)=CC=1.BrC1C=C(C(C2C=C(Br)C(O)=C(Br)C=2)(C)C)C=C(Br)C=1O.C1C(O)=CC=C(S(C2C=CC(O)=CC=2)(=O)=O)C=1, predict the reaction product. The product is: [CH2:1]=[O:7].[C:8]1([OH:9])[CH:15]=[CH:14][CH:13]=[CH:11][CH:10]=1. (6) Given the reactants [NH2:1][C:2]1[CH:3]=[C:4]([NH:9][C:10](=[O:21])[C:11]2[CH:16]=[CH:15][CH:14]=[C:13]([C:17]([F:20])([F:19])[F:18])[CH:12]=2)[CH:5]=[CH:6][C:7]=1[CH3:8].[Br:22][C:23]1[CH:28]=[CH:27][C:26]([N:29]2[C:33]3=[N:34][CH:35]=[N:36][C:37](Cl)=[C:32]3[CH:31]=[N:30]2)=[CH:25][CH:24]=1, predict the reaction product. The product is: [Br:22][C:23]1[CH:24]=[CH:25][C:26]([N:29]2[C:33]3=[N:34][CH:35]=[N:36][C:37]([NH:1][C:2]4[CH:3]=[C:4]([NH:9][C:10](=[O:21])[C:11]5[CH:16]=[CH:15][CH:14]=[C:13]([C:17]([F:18])([F:19])[F:20])[CH:12]=5)[CH:5]=[CH:6][C:7]=4[CH3:8])=[C:32]3[CH:31]=[N:30]2)=[CH:27][CH:28]=1. (7) Given the reactants C[C:2]1[C:12](=[O:13])[C:11]2[CH:10]=[CH:9][CH:8]=[CH:7][C:6]=2[C:4](=[O:5])[CH:3]=1.[C:14]([O:18][C:19]([NH:21][CH2:22][C:23](O)=O)=[O:20])([CH3:17])([CH3:16])[CH3:15].O.[NH4+].[NH4+].[O-]S(OOS([O-])(=O)=O)(=O)=O, predict the reaction product. The product is: [CH3:2][C:3]1[C:4](=[O:5])[C:6]2[C:11]([C:12](=[O:13])[C:23]=1[CH2:22][NH:21][C:19]([O:18][C:14]([CH3:15])([CH3:16])[CH3:17])=[O:20])=[CH:10][CH:9]=[CH:8][CH:7]=2.